From a dataset of Forward reaction prediction with 1.9M reactions from USPTO patents (1976-2016). Predict the product of the given reaction. (1) Given the reactants [C:1]([N:8]([CH3:28])[CH:9]1[CH2:14][CH2:13][CH:12]([NH:15][CH2:16][C:17]2[CH:18]=[C:19](B(O)O)[CH:20]=[CH:21][C:22]=2[O:23][CH3:24])[CH2:11][CH2:10]1)([O:3][C:4]([CH3:7])([CH3:6])[CH3:5])=[O:2].Br[C:30]1[CH:31]=[C:32]([C:36](=[O:38])[CH3:37])[CH:33]=[CH:34][CH:35]=1, predict the reaction product. The product is: [C:36]([C:32]1[CH:31]=[C:30]([C:19]2[CH:20]=[CH:21][C:22]([O:23][CH3:24])=[C:17]([CH2:16][NH:15][CH:12]3[CH2:13][CH2:14][CH:9]([N:8]([CH3:28])[C:1](=[O:2])[O:3][C:4]([CH3:7])([CH3:6])[CH3:5])[CH2:10][CH2:11]3)[CH:18]=2)[CH:35]=[CH:34][CH:33]=1)(=[O:38])[CH3:37]. (2) Given the reactants F[C:2]1[CH:3]=[C:4]2[C:12](=[CH:13][CH:14]=1)[N:11]([CH2:15][C:16]1[CH:25]=[CH:24][C:19]([C:20]([O:22][CH3:23])=[O:21])=[CH:18][CH:17]=1)[C:10]1[CH2:9][CH2:8][C:7](=[CH2:26])[C:6](=[O:27])[C:5]2=1.[CH:28]1([C:31]([N:33]2[CH2:38][CH2:37][NH:36][CH2:35][CH2:34]2)=[O:32])[CH2:30][CH2:29]1, predict the reaction product. The product is: [CH:28]1([C:31]([N:33]2[CH2:38][CH2:37][N:36]([CH2:26][CH:7]3[C:6](=[O:27])[C:5]4[C:4]5[C:12](=[CH:13][CH:14]=[CH:2][CH:3]=5)[N:11]([CH2:15][C:16]5[CH:17]=[CH:18][C:19]([C:20]([O:22][CH3:23])=[O:21])=[CH:24][CH:25]=5)[C:10]=4[CH2:9][CH2:8]3)[CH2:35][CH2:34]2)=[O:32])[CH2:29][CH2:30]1. (3) Given the reactants [Cl:1][C:2]1[N:10]=[C:9]([CH3:11])[N:8]=[C:7]2[C:3]=1[N:4]=[CH:5][NH:6]2.C1(C)C=CC(S(O)(=O)=O)=CC=1.[O:23]1[CH:28]=[CH:27][CH2:26][CH2:25][CH2:24]1.C(=O)(O)[O-].[Na+], predict the reaction product. The product is: [Cl:1][C:2]1[N:10]=[C:9]([CH3:11])[N:8]=[C:7]2[C:3]=1[N:4]=[CH:5][N:6]2[CH:24]1[CH2:25][CH2:26][CH2:27][CH2:28][O:23]1. (4) Given the reactants [Cl:1][C:2]1[CH:3]=[C:4]2[C:9](=[CH:10][CH:11]=1)[CH:8]=[C:7]([SH:12])[CH:6]=[CH:5]2.[CH3:13][C:14]([CH3:19])=[CH:15][C:16]([OH:18])=[O:17].C(N(CC)CC)C, predict the reaction product. The product is: [Cl:1][C:2]1[CH:3]=[C:4]2[C:9](=[CH:10][CH:11]=1)[CH:8]=[C:7]([S:12][C:14]([CH3:19])([CH3:13])[CH2:15][C:16]([OH:18])=[O:17])[CH:6]=[CH:5]2.